Dataset: Forward reaction prediction with 1.9M reactions from USPTO patents (1976-2016). Task: Predict the product of the given reaction. (1) Given the reactants [C:1]1([C:7]2[NH:8][C:9](=[O:18])[N:10]([CH:12]3[CH2:17][CH2:16][NH:15][CH2:14][CH2:13]3)[CH:11]=2)[CH:6]=[CH:5][CH:4]=[CH:3][CH:2]=1.[Cl:19][C:20]1[C:28]2[NH:27][N:26]=[CH:25][C:24]=2[C:23]2[CH2:29][N:30]([CH2:55][C:56]([CH3:59])([CH3:58])[CH3:57])[C:31](=[O:54])[C@H:32]([CH2:34][C:35](=[O:53])N3CCC(N4CC5C(=CC=CC=5)NC4=O)CC3)[CH2:33][C:22]=2[CH:21]=1, predict the reaction product. The product is: [Cl:19][C:20]1[C:28]2[NH:27][N:26]=[CH:25][C:24]=2[C:23]2[CH2:29][N:30]([CH2:55][C:56]([CH3:59])([CH3:58])[CH3:57])[C:31](=[O:54])[C@H:32]([CH2:34][C:35](=[O:53])[N:15]3[CH2:14][CH2:13][CH:12]([N:10]4[CH:11]=[C:7]([C:1]5[CH:2]=[CH:3][CH:4]=[CH:5][CH:6]=5)[NH:8][C:9]4=[O:18])[CH2:17][CH2:16]3)[CH2:33][C:22]=2[CH:21]=1. (2) Given the reactants [NH2:1][C:2]1[CH:7]=[CH:6][C:5]([C:8]2([C:13]#[N:14])[CH2:12][CH2:11][CH2:10][CH2:9]2)=[CH:4][CH:3]=1.[CH3:15][O:16][C:17]1[CH:18]=[C:19]([CH:23]=[CH:24][C:25]=1[O:26][CH3:27])[C:20](Cl)=[O:21].C(N(CC)CC)C, predict the reaction product. The product is: [C:13]([C:8]1([C:5]2[CH:4]=[CH:3][C:2]([NH:1][C:20](=[O:21])[C:19]3[CH:23]=[CH:24][C:25]([O:26][CH3:27])=[C:17]([O:16][CH3:15])[CH:18]=3)=[CH:7][CH:6]=2)[CH2:12][CH2:11][CH2:10][CH2:9]1)#[N:14].